From a dataset of Merck oncology drug combination screen with 23,052 pairs across 39 cell lines. Regression. Given two drug SMILES strings and cell line genomic features, predict the synergy score measuring deviation from expected non-interaction effect. (1) Drug 1: CCC1=CC2CN(C1)Cc1c([nH]c3ccccc13)C(C(=O)OC)(c1cc3c(cc1OC)N(C)C1C(O)(C(=O)OC)C(OC(C)=O)C4(CC)C=CCN5CCC31C54)C2. Drug 2: CC1(c2nc3c(C(N)=O)cccc3[nH]2)CCCN1. Cell line: CAOV3. Synergy scores: synergy=-34.2. (2) Drug 1: Cn1c(=O)n(-c2ccc(C(C)(C)C#N)cc2)c2c3cc(-c4cnc5ccccc5c4)ccc3ncc21. Drug 2: CCc1c2c(nc3ccc(O)cc13)-c1cc3c(c(=O)n1C2)COC(=O)C3(O)CC. Cell line: HCT116. Synergy scores: synergy=17.8. (3) Drug 1: CN(C)C(=N)N=C(N)N. Drug 2: CCN(CC)CCNC(=O)c1c(C)[nH]c(C=C2C(=O)Nc3ccc(F)cc32)c1C. Cell line: RPMI7951. Synergy scores: synergy=-3.60. (4) Drug 1: CC(=O)OC1C(=O)C2(C)C(O)CC3OCC3(OC(C)=O)C2C(OC(=O)c2ccccc2)C2(O)CC(OC(=O)C(O)C(NC(=O)c3ccccc3)c3ccccc3)C(C)=C1C2(C)C. Drug 2: C#Cc1cccc(Nc2ncnc3cc(OCCOC)c(OCCOC)cc23)c1. Cell line: HT144. Synergy scores: synergy=26.1. (5) Drug 1: CS(=O)(=O)CCNCc1ccc(-c2ccc3ncnc(Nc4ccc(OCc5cccc(F)c5)c(Cl)c4)c3c2)o1. Drug 2: CC(C)CC(NC(=O)C(Cc1ccccc1)NC(=O)c1cnccn1)B(O)O. Cell line: NCIH23. Synergy scores: synergy=0.803.